From a dataset of Full USPTO retrosynthesis dataset with 1.9M reactions from patents (1976-2016). Predict the reactants needed to synthesize the given product. (1) Given the product [F:1][C:2]1[CH:3]=[CH:4][C:5]2[N:14]=[C:13]([N:15]3[CH2:20][CH2:19][N:18]([CH3:36])[C@@H:17]([CH2:21][CH2:22][C:23]4[CH:28]=[CH:27][CH:26]=[C:25]([O:29][CH3:30])[CH:24]=4)[CH2:16]3)[C:12]3[C:11]4[CH:31]=[CH:32][CH:33]=[CH:34][C:10]=4[S:9][C:8]=3[NH:7][C:6]=2[CH:35]=1, predict the reactants needed to synthesize it. The reactants are: [F:1][C:2]1[CH:3]=[CH:4][C:5]2[N:14]=[C:13]([N:15]3[CH2:20][CH2:19][NH:18][C@@H:17]([CH2:21][CH2:22][C:23]4[CH:28]=[CH:27][CH:26]=[C:25]([O:29][CH3:30])[CH:24]=4)[CH2:16]3)[C:12]3[C:11]4[CH:31]=[CH:32][CH:33]=[CH:34][C:10]=4[S:9][C:8]=3[NH:7][C:6]=2[CH:35]=1.[C:36](O[BH-](OC(=O)C)OC(=O)C)(=O)C.[Na+].C=O. (2) Given the product [Br:20][CH2:21][CH2:22][C:26]1[C:15]2[C:14](=[CH:19][CH:18]=[CH:17][CH:16]=2)[C:31](=[O:32])[NH:24][N:25]=1, predict the reactants needed to synthesize it. The reactants are: [C:14]1(P([C:14]2[CH:19]=[CH:18][CH:17]=[CH:16][CH:15]=2)[C:14]2[CH:19]=[CH:18][CH:17]=[CH:16][CH:15]=2)[CH:19]=[CH:18][CH:17]=[CH:16][CH:15]=1.[Br:20][CH2:21][CH2:22]O.[N:24]([C:31](OCC)=[O:32])=[N:25][C:26](OCC)=O. (3) Given the product [N+:15]([C:6]1[CH:7]=[CH:8][CH:9]=[C:10]2[C:5]=1[CH:4]=[C:3]([NH:11][C:12](=[O:14])[CH3:13])[N:2]=[CH:1]2)([O-:17])=[O:16], predict the reactants needed to synthesize it. The reactants are: [CH:1]1[C:10]2[C:5](=[CH:6][CH:7]=[CH:8][CH:9]=2)[CH:4]=[C:3]([NH:11][C:12](=[O:14])[CH3:13])[N:2]=1.[N+:15]([O-])([O-:17])=[O:16].[K+].[NH4+].[OH-]. (4) Given the product [NH2:3][C:6]1[CH:11]=[C:10]([C:12]2[O:16][CH:15]=[N:14][CH:13]=2)[N:9]=[C:8]([Cl:17])[C:7]=1[Cl:18], predict the reactants needed to synthesize it. The reactants are: [BH4-].[Na+].[N:3]([C:6]1[CH:11]=[C:10]([C:12]2[O:16][CH:15]=[N:14][CH:13]=2)[N:9]=[C:8]([Cl:17])[C:7]=1[Cl:18])=[N+]=[N-]. (5) Given the product [NH2:20][C:16]1[N:15]=[C:14]2[N:13]([CH3:21])[N:12]=[C:11]([C:4]3[CH:5]=[C:6]([F:10])[C:7]([OH:8])=[C:2]([F:1])[CH:3]=3)[C:19]2=[CH:18][N:17]=1, predict the reactants needed to synthesize it. The reactants are: [F:1][C:2]1[CH:3]=[C:4]([C:11]2[C:19]3[C:14](=[N:15][C:16]([NH2:20])=[N:17][CH:18]=3)[N:13]([CH3:21])[N:12]=2)[CH:5]=[C:6]([F:10])[C:7]=1[O:8]C. (6) Given the product [ClH:40].[ClH:40].[OH:6][CH:5]([CH2:4][OH:3])[CH2:7][O:8][C:9]1[N:14]=[C:13]([CH2:15][N:16]2[C:24]3[C:19](=[C:20]([NH:25][C:26]([C:28]4[N:32]5[CH:33]=[CH:34][CH:35]=[CH:36][C:31]5=[N:30][CH:29]=4)=[O:27])[CH:21]=[CH:22][CH:23]=3)[C:18]([CH2:37][CH3:38])=[N:17]2)[CH:12]=[CH:11][CH:10]=1, predict the reactants needed to synthesize it. The reactants are: CC1(C)[O:6][CH:5]([CH2:7][O:8][C:9]2[N:14]=[C:13]([CH2:15][N:16]3[C:24]4[C:19](=[C:20]([NH:25][C:26]([C:28]5[N:32]6[CH:33]=[CH:34][CH:35]=[CH:36][C:31]6=[N:30][CH:29]=5)=[O:27])[CH:21]=[CH:22][CH:23]=4)[C:18]([CH2:37][CH3:38])=[N:17]3)[CH:12]=[CH:11][CH:10]=2)[CH2:4][O:3]1.[ClH:40]. (7) Given the product [Br:3][C:4]1[C:5]([O:16][CH2:23][CH2:24][CH3:25])=[CH:6][C:7]([C:8]([O:10][CH2:11][CH3:12])=[O:9])=[CH:13][C:14]=1[OH:15], predict the reactants needed to synthesize it. The reactants are: [H-].[Na+].[Br:3][C:4]1[C:14]([OH:15])=[CH:13][C:7]([C:8]([O:10][CH2:11][CH3:12])=[O:9])=[CH:6][C:5]=1[OH:16].CN(C=O)C.I[CH2:23][CH2:24][CH3:25]. (8) Given the product [CH3:1][O:2][C:3](=[O:16])[C:4]1[CH:9]=[CH:8][C:7]([O:10][CH3:11])=[C:6]([O:12][CH2:13][CH2:14][NH:15][C:17](=[O:19])[CH3:18])[CH:5]=1, predict the reactants needed to synthesize it. The reactants are: [CH3:1][O:2][C:3](=[O:16])[C:4]1[CH:9]=[CH:8][C:7]([O:10][CH3:11])=[C:6]([O:12][CH2:13][CH2:14][NH2:15])[CH:5]=1.[C:17](Cl)(=[O:19])[CH3:18].C(N(CC)CC)C.C([O-])(O)=O.[Na+]. (9) The reactants are: [CH3:1][CH:2]([NH:4][C:5]([N:7]1[C:12](=[O:13])[N:11]([C:14]2[CH:15]=[C:16]([Cl:21])[CH:17]=[C:18]([Cl:20])[CH:19]=2)[C:9](=[O:10])[CH2:8]1)=[O:6])[CH3:3].C(S([O-])(=O)=[O:35])CCCCCCCCCCC.[Na+].S([O-])([O-])(=O)=O.[NH4+].[NH4+].C(=O)([O-])[O-].[Ca+2]. Given the product [CH3:3][CH:2]([NH:4][C:5]([N:7]1[C:12](=[O:13])[N:11]([C:14]2[CH:19]=[C:18]([Cl:20])[CH:17]=[C:16]([Cl:21])[CH:15]=2)[C:9](=[O:10])[CH2:8]1)=[O:6])[CH3:1].[OH2:35], predict the reactants needed to synthesize it.